Dataset: Catalyst prediction with 721,799 reactions and 888 catalyst types from USPTO. Task: Predict which catalyst facilitates the given reaction. (1) Reactant: [NH2:1][C:2]1[CH:3]=[CH:4][C:5]([O:8][C:9]2[CH:14]=[CH:13][C:12]([CH2:15][NH:16][CH2:17][C:18]([N:20]3[CH2:25][CH2:24][N:23]([CH2:26][C:27]4[CH:35]=[CH:34][C:33]5[O:32][CH2:31][O:30][C:29]=5[CH:28]=4)[CH2:22][CH2:21]3)=[O:19])=[CH:11][CH:10]=2)=[N:6][CH:7]=1.[Cl:36][C:37]1[CH:38]=[C:39]([CH:42]=[CH:43][C:44]=1[Cl:45])[CH:40]=O. Product: [Cl:36][C:37]1[CH:38]=[C:39]([CH:42]=[CH:43][C:44]=1[Cl:45])[CH:40]=[N:1][C:2]1[CH:3]=[CH:4][C:5]([O:8][C:9]2[CH:10]=[CH:11][C:12]([CH2:15][NH:16][CH2:17][C:18]([N:20]3[CH2:25][CH2:24][N:23]([CH2:26][C:27]4[CH:35]=[CH:34][C:33]5[O:32][CH2:31][O:30][C:29]=5[CH:28]=4)[CH2:22][CH2:21]3)=[O:19])=[CH:13][CH:14]=2)=[N:6][CH:7]=1. The catalyst class is: 5. (2) Reactant: [H-].[Na+].[Br:3][C:4]1[N:9]=[C:8]([NH2:10])[CH:7]=[CH:6][CH:5]=1.I[CH3:12]. Product: [Br:3][C:4]1[N:9]=[C:8]([NH:10][CH3:12])[CH:7]=[CH:6][CH:5]=1. The catalyst class is: 3.